This data is from Catalyst prediction with 721,799 reactions and 888 catalyst types from USPTO. The task is: Predict which catalyst facilitates the given reaction. (1) Reactant: [Cl:1][C:2]1[CH:7]=[CH:6][C:5]([C:8]([N:18]2[C:26]3[C:21](=[C:22]([NH:27][S:28]([CH3:31])(=[O:30])=[O:29])[CH:23]=[CH:24][CH:25]=3)[CH:20]=[CH:19]2)([CH2:16][CH3:17])[C:9]([NH:11][C:12](=[N:14]O)[CH3:13])=[O:10])=[CH:4][CH:3]=1. Product: [Cl:1][C:2]1[CH:7]=[CH:6][C:5]([C:8]([N:18]2[C:26]3[C:21](=[C:22]([NH:27][S:28]([CH3:31])(=[O:29])=[O:30])[CH:23]=[CH:24][CH:25]=3)[CH:20]=[CH:19]2)([C:9]2[O:10][N:14]=[C:12]([CH3:13])[N:11]=2)[CH2:16][CH3:17])=[CH:4][CH:3]=1. The catalyst class is: 1. (2) Reactant: [CH2:1]([O:3][C:4](=[O:21])[C:5]([O:8][C:9]1[CH:14]=[C:13]([O:15][CH3:16])[C:12](C(=O)C)=[CH:11][C:10]=1[CH3:20])([CH3:7])[CH3:6])[CH3:2].ClC1C=CC=[C:25]([C:29]([O:31]O)=[O:30])C=1.C1(C)C=CC(S(O)(=O)=O)=CC=1. Product: [CH2:1]([O:3][C:4](=[O:21])[C:5]([O:8][C:9]1[CH:14]=[C:13]([O:15][CH3:16])[C:12]([O:31][C:29](=[O:30])[CH3:25])=[CH:11][C:10]=1[CH3:20])([CH3:6])[CH3:7])[CH3:2]. The catalyst class is: 4.